Dataset: Reaction yield outcomes from USPTO patents with 853,638 reactions. Task: Predict the reaction yield, written as a fraction of the theoretical maximum amount of product (1.0 means a 100% yield; for example, 0.34 means a 34% yield). The reactants are [O:1]1[C:5]2[CH:6]=[CH:7][CH:8]=[CH:9][C:4]=2[CH2:3][CH2:2]1.[Br:10]N1C(=O)CCC1=O.O. The catalyst is O1CCCC1. The product is [Br:10][C:8]1[CH:7]=[CH:6][C:5]2[O:1][CH2:2][CH2:3][C:4]=2[CH:9]=1. The yield is 0.970.